Dataset: Forward reaction prediction with 1.9M reactions from USPTO patents (1976-2016). Task: Predict the product of the given reaction. (1) The product is: [CH2:12]([O:11][C:9]1[CH:10]=[C:5]2[C:6]([C:21](=[O:23])[CH:22]=[CH:24][NH:4]2)=[CH:7][C:8]=1[O:19][CH3:20])[C:13]1[CH:18]=[CH:17][CH:16]=[CH:15][CH:14]=1. Given the reactants C[O-].[Na+].[NH2:4][C:5]1[CH:10]=[C:9]([O:11][CH2:12][C:13]2[CH:18]=[CH:17][CH:16]=[CH:15][CH:14]=2)[C:8]([O:19][CH3:20])=[CH:7][C:6]=1[C:21](=[O:23])[CH3:22].[CH:24](OCC)=O.Cl, predict the reaction product. (2) Given the reactants Cl[C:2]1[CH:7]=[C:6]([C:8]#[N:9])[CH:5]=[CH:4][N:3]=1.[F:10][C:11]([F:23])([F:22])[O:12][C:13]1[CH:18]=[CH:17][C:16](B(O)O)=[CH:15][CH:14]=1.C([O-])(O)=O.[Na+], predict the reaction product. The product is: [F:10][C:11]([F:22])([F:23])[O:12][C:13]1[CH:18]=[CH:17][C:16]([C:2]2[CH:7]=[C:6]([C:8]#[N:9])[CH:5]=[CH:4][N:3]=2)=[CH:15][CH:14]=1. (3) Given the reactants [NH2:1][C:2]1[CH:7]=[C:6]([C:8]([F:11])([F:10])[F:9])[CH:5]=[CH:4][C:3]=1[NH2:12].[Br:13][C:14]1[CH:19]=[CH:18][C:17]([N:20]=[C:21]=S)=[CH:16][CH:15]=1.C1(N=C=NC2CCCCC2)CCCCC1, predict the reaction product. The product is: [Br:13][C:14]1[CH:19]=[CH:18][C:17]([NH:20][C:21]2[NH:1][C:2]3[CH:7]=[C:6]([C:8]([F:9])([F:10])[F:11])[CH:5]=[CH:4][C:3]=3[N:12]=2)=[CH:16][CH:15]=1. (4) Given the reactants [N+:1]([C:4]1[CH:5]=[CH:6][C:7]2[O:12][CH2:11][C:10](=[O:13])[NH:9][C:8]=2[CH:14]=1)([O-:3])=[O:2].C[Si]([N-][Si](C)(C)C)(C)C.[K+].[CH2:25]([O:27][C:28](=[O:39])[C@@H:29](OS(C(F)(F)F)(=O)=O)[CH3:30])[CH3:26].O, predict the reaction product. The product is: [CH2:25]([O:27][C:28](=[O:39])[C@H:29]([N:9]1[C:8]2[CH:14]=[C:4]([N+:1]([O-:3])=[O:2])[CH:5]=[CH:6][C:7]=2[O:12][CH2:11][C:10]1=[O:13])[CH3:30])[CH3:26]. (5) Given the reactants [F:1][CH:2]1[CH2:6][CH2:5][N:4]([CH2:7][CH2:8][CH2:9][O:10][C:11]2[CH:16]=[CH:15][C:14]([N+:17]([O-])=O)=[CH:13][CH:12]=2)[CH2:3]1.O.NN, predict the reaction product. The product is: [F:1][CH:2]1[CH2:6][CH2:5][N:4]([CH2:7][CH2:8][CH2:9][O:10][C:11]2[CH:12]=[CH:13][C:14]([NH2:17])=[CH:15][CH:16]=2)[CH2:3]1. (6) The product is: [Cl:27][C:24]1[CH:25]=[CH:26][C:21]([CH:17]2[CH2:18][CH2:19][CH2:20][N:15]([C:13]([C:11]3[CH:10]=[CH:9][N:8]=[C:7]([CH:1]([CH3:3])[CH3:2])[CH:12]=3)=[O:14])[CH2:16]2)=[CH:22][CH:23]=1. Given the reactants [CH:1]([Mg]Cl)([CH3:3])[CH3:2].Cl[C:7]1[CH:12]=[C:11]([C:13]([N:15]2[CH2:20][CH2:19][CH2:18][CH:17]([C:21]3[CH:26]=[CH:25][C:24]([Cl:27])=[CH:23][CH:22]=3)[CH2:16]2)=[O:14])[CH:10]=[CH:9][N:8]=1, predict the reaction product. (7) Given the reactants [C:1]1(C)[CH:6]=[CH:5][CH:4]=[CH:3][CH:2]=1.[CH:8]1[CH2:13]CC=[CH:10][CH:9]=1.C=CC=C.Cl, predict the reaction product. The product is: [CH:6]1[CH2:5][CH2:4][CH:3]=[CH:2][CH:1]=1.[CH2:13]=[CH:8][CH:9]=[CH2:10].